This data is from Reaction yield outcomes from USPTO patents with 853,638 reactions. The task is: Predict the reaction yield, written as a fraction of the theoretical maximum amount of product (1.0 means a 100% yield; for example, 0.34 means a 34% yield). The reactants are [C:1]([C:5]1[CH:18]=[CH:17][C:16]2[C:7](=[C:8]3[C:13](=[C:14](Cl)[N:15]=2)[CH:12]=[CH:11][C:10]([C:20]([CH3:23])([CH3:22])[CH3:21])=[CH:9]3)[CH:6]=1)([CH3:4])([CH3:3])[CH3:2].CO[CH:26](OC)[CH2:27][NH2:28]. The catalyst is COCCOCCOC. The product is [C:1]([C:5]1[CH:18]=[CH:17][C:16]2[N:15]3[CH:26]=[CH:27][N:28]=[C:14]3[C:13]3[CH:12]=[CH:11][C:10]([C:20]([CH3:23])([CH3:22])[CH3:21])=[CH:9][C:8]=3[C:7]=2[CH:6]=1)([CH3:4])([CH3:3])[CH3:2]. The yield is 0.560.